This data is from Reaction yield outcomes from USPTO patents with 853,638 reactions. The task is: Predict the reaction yield, written as a fraction of the theoretical maximum amount of product (1.0 means a 100% yield; for example, 0.34 means a 34% yield). (1) The reactants are [F:1][C:2]1[CH:7]=[CH:6][C:5](/[CH:8]=[C:9]2/[C:10](=[O:21])[N:11]=[C:12]([N:14]3[CH2:19][CH2:18][NH:17][CH2:16][C@@H:15]3[CH3:20])[S:13]/2)=[C:4]([OH:22])[CH:3]=1.C(N(C(C)C)CC)(C)C.Br[CH2:33][CH:34]1[CH2:36][CH2:35]1. The catalyst is C(O)C. The product is [CH:34]1([CH2:33][N:17]2[CH2:18][CH2:19][N:14]([C:12]3[S:13]/[C:9](=[CH:8]\[C:5]4[CH:6]=[CH:7][C:2]([F:1])=[CH:3][C:4]=4[OH:22])/[C:10](=[O:21])[N:11]=3)[C@@H:15]([CH3:20])[CH2:16]2)[CH2:36][CH2:35]1. The yield is 0.290. (2) The reactants are C([O:5][C:6]1[CH:11]=[CH:10][C:9]([CH2:12][CH:13]([NH:35][C:36](=[O:53])[CH2:37][CH:38]([NH:42][C:43]([NH:45][CH2:46][C:47]2[CH:52]=[CH:51][CH:50]=[CH:49][CH:48]=2)=[O:44])[CH2:39][CH:40]=[CH2:41])[C:14](=[O:34])[N:15]([CH2:26][CH:27](OCC)OCC)[CH2:16][C:17]2[CH:18]=[CH:19][CH:20]=[C:21]3[C:25]=2[NH:24][N:23]=[CH:22]3)=[CH:8][CH:7]=1)(C)(C)C. The catalyst is C(O)=O. The product is [CH2:46]([NH:45][C:43]([N:42]1[CH:38]([CH2:39][CH:40]=[CH2:41])[CH2:37][C:36](=[O:53])[N:35]2[CH:13]([CH2:12][C:9]3[CH:10]=[CH:11][C:6]([OH:5])=[CH:7][CH:8]=3)[C:14](=[O:34])[N:15]([CH2:16][C:17]3[CH:18]=[CH:19][CH:20]=[C:21]4[C:25]=3[NH:24][N:23]=[CH:22]4)[CH2:26][CH:27]12)=[O:44])[C:47]1[CH:48]=[CH:49][CH:50]=[CH:51][CH:52]=1. The yield is 0.300. (3) The reactants are Br[C:2]1[CH:9]=[C:8]([Cl:10])[CH:7]=[C:6]([F:11])[C:3]=1[C:4]#[N:5].[Br-].[Li+].[Cu]C#N.[CH3:17][O:18][C:19]1[CH:20]=[C:21]([CH:25]=[CH:26][CH:27]=1)[C:22](Cl)=[O:23]. The catalyst is C1COCC1.[Zn]. The product is [Cl:10][C:8]1[CH:9]=[C:2]([C:22](=[O:23])[C:21]2[CH:25]=[CH:26][CH:27]=[C:19]([O:18][CH3:17])[CH:20]=2)[C:3]([C:4]#[N:5])=[C:6]([F:11])[CH:7]=1. The yield is 0.550. (4) The reactants are [CH3:1][S:2]([C:5]1[CH:10]=[CH:9][C:8]([C:11]2[C:12]([N:17]3[CH2:22][CH2:21][NH:20][CH2:19][CH2:18]3)=[N:13][CH:14]=[CH:15][N:16]=2)=[CH:7][CH:6]=1)(=[O:4])=[O:3].[CH3:23][N:24]1[C:28]([CH3:29])=[C:27]([CH:30]=O)[C:26]([CH3:32])=[N:25]1.C(O[BH-](OC(=O)C)OC(=O)C)(=O)C.[Na+].C(=O)([O-])O.[Na+].[OH-].[Na+]. The catalyst is O1CCCC1. The product is [CH3:1][S:2]([C:5]1[CH:10]=[CH:9][C:8]([C:11]2[C:12]([N:17]3[CH2:22][CH2:21][N:20]([CH2:30][C:27]4[C:26]([CH3:32])=[N:25][N:24]([CH3:23])[C:28]=4[CH3:29])[CH2:19][CH2:18]3)=[N:13][CH:14]=[CH:15][N:16]=2)=[CH:7][CH:6]=1)(=[O:4])=[O:3]. The yield is 0.910. (5) The reactants are [Br:1][C:2]1[C:8]([F:9])=[CH:7][CH:6]=[CH:5][C:3]=1[NH2:4].[C:10](Cl)(=[O:14])[CH2:11][CH2:12][CH3:13].N1C=CC=CC=1.O. The catalyst is C(Cl)Cl. The product is [Br:1][C:2]1[C:8]([F:9])=[CH:7][CH:6]=[CH:5][C:3]=1[NH:4][C:10](=[O:14])[CH2:11][CH2:12][CH3:13]. The yield is 0.730. (6) The reactants are Cl.[Cl:2][C:3]1[C:4]([O:30]COC)=[CH:5][C:6]([O:26]COC)=[C:7]([CH:25]=1)[C:8]([N:10]1[CH2:18][C:17]2[C:12](=[CH:13][CH:14]=[CH:15][CH:16]=2)[CH:11]1[C:19]([NH:21][CH2:22][CH2:23][CH3:24])=[O:20])=[O:9].C([O-])(O)=O.[Na+]. The catalyst is CO. The product is [Cl:2][C:3]1[C:4]([OH:30])=[CH:5][C:6]([OH:26])=[C:7]([CH:25]=1)[C:8]([N:10]1[CH2:18][C:17]2[C:12](=[CH:13][CH:14]=[CH:15][CH:16]=2)[CH:11]1[C:19]([NH:21][CH2:22][CH2:23][CH3:24])=[O:20])=[O:9]. The yield is 0.160. (7) The reactants are Cl[C:2]([O:4][CH2:5][C:6]1[CH:11]=[CH:10][CH:9]=[CH:8][CH:7]=1)=[O:3].[NH2:12][C:13]1([C:18]([OH:20])=[O:19])[CH2:17][CH2:16][CH2:15][CH2:14]1.C(=O)([O-])[O-].[Na+].[Na+]. The catalyst is O1CCOCC1.O. The product is [CH2:5]([O:4][C:2]([NH:12][C:13]1([C:18]([OH:20])=[O:19])[CH2:17][CH2:16][CH2:15][CH2:14]1)=[O:3])[C:6]1[CH:11]=[CH:10][CH:9]=[CH:8][CH:7]=1. The yield is 0.620.